Binary Classification. Given a drug SMILES string, predict its activity (active/inactive) in a high-throughput screening assay against a specified biological target. From a dataset of Choline transporter screen with 302,306 compounds. (1) The molecule is O(c1cc2c(cc1)C(=O)NC2=O)c1ccc([N+]([O-])=O)cc1. The result is 0 (inactive). (2) The drug is s1c(c(nc1c1ccccc1)C)/C(=N\OC(=O)c1ccc(F)cc1)C. The result is 0 (inactive). (3) The molecule is Fc1ccc(N\C=C2\C(=O)N(CC=C)C(=O)NC2=O)cc1. The result is 0 (inactive). (4) The molecule is Fc1c(Cn2c(ccc2)C(O)=O)cccc1. The result is 0 (inactive). (5) The compound is S(CC=1NC(=O)NC(c2c(ccc(c2)C)C)C1C(OC)=O)c1n(nnn1)C. The result is 0 (inactive).